This data is from CYP1A2 inhibition data for predicting drug metabolism from PubChem BioAssay. The task is: Regression/Classification. Given a drug SMILES string, predict its absorption, distribution, metabolism, or excretion properties. Task type varies by dataset: regression for continuous measurements (e.g., permeability, clearance, half-life) or binary classification for categorical outcomes (e.g., BBB penetration, CYP inhibition). Dataset: cyp1a2_veith. (1) The molecule is O=C(Nc1ccc(C(=O)Nc2ccc(C(=O)Nc3ccc(S(=O)(=O)[O-])c4cc(S(=O)(=O)[O-])cc(S(=O)(=O)[O-])c34)cc2)cc1)Nc1ccc(C(=O)Nc2ccc(C(=O)Nc3ccc(S(=O)(=O)[O-])c4cc(S(=O)(=O)[O-])cc(S(=O)(=O)[O-])c34)cc2)cc1. The result is 1 (inhibitor). (2) The result is 1 (inhibitor). The molecule is COCCn1c(=O)c(-c2ccc(Cl)cc2)nc2cnc(OCc3ccccc3)nc21. (3) The result is 0 (non-inhibitor). The molecule is COc1ccc(OCC(=O)N/N=C/c2ccc(O[C@@H]3O[C@H](CO)[C@@H](O)[C@H](O)[C@H]3O)cc2)cc1. (4) The compound is CN(C)S(=O)(=O)c1nc(Cl)c2[nH]cnc2n1. The result is 0 (non-inhibitor).